Dataset: Rat liver microsome stability data. Task: Regression/Classification. Given a drug SMILES string, predict its absorption, distribution, metabolism, or excretion properties. Task type varies by dataset: regression for continuous measurements (e.g., permeability, clearance, half-life) or binary classification for categorical outcomes (e.g., BBB penetration, CYP inhibition). Dataset: rlm. (1) The molecule is O=[N+]([O-])c1ccc2c(ccn2Cc2cc(CN3CCCC3)c(O)c3ncccc23)c1. The result is 0 (unstable in rat liver microsomes). (2) The compound is C=CC(=O)NCc1coc(-c2c(N)ncnc2Nc2ccc(OCc3ccccn3)c(F)c2)n1. The result is 1 (stable in rat liver microsomes). (3) The drug is CNC(=O)c1c(-c2ccc(F)cc2)oc2nc(NCC(F)(F)F)c(-c3cccc(C(=O)NC(C)(C)c4ncon4)c3)cc12. The result is 0 (unstable in rat liver microsomes). (4) The molecule is Cc1nc(-c2cc3cc(OCC(C)C)ccc3[nH]2)sc1C(=O)O. The result is 0 (unstable in rat liver microsomes). (5) The compound is Cc1[nH]c2ncnc(-c3ccc(NC(=O)Nc4cccc(C(=O)NC(C)C)c4)cc3)c2c1C. The result is 0 (unstable in rat liver microsomes). (6) The drug is CCc1nc2c(N3CCNCC3)ccnc2n1Cc1cccc(F)c1. The result is 0 (unstable in rat liver microsomes). (7) The drug is Cn1c(Nc2ccc(I)cc2F)c(C(=O)NOC[C@@H](O)CO)c2c1C(=O)CC2. The result is 0 (unstable in rat liver microsomes).